From a dataset of Forward reaction prediction with 1.9M reactions from USPTO patents (1976-2016). Predict the product of the given reaction. (1) Given the reactants [CH:1]([N:4]1[CH2:9][CH2:8][CH:7]([N:10]2[CH2:15][CH2:14][CH:13]([N:16]3[C:20]4=[N:21][CH:22]=[N:23][C:24]([NH2:25])=[C:19]4[C:18]([C:26]4[CH:31]=[CH:30][C:29]([O:32][C:33]5[CH:38]=[CH:37][CH:36]=[CH:35][CH:34]=5)=[CH:28][CH:27]=4)=[N:17]3)[CH2:12][CH2:11]2)[CH2:6][CH2:5]1)([CH3:3])[CH3:2].[C:39]([OH:46])(=[O:45])/[CH:40]=[CH:41]\[C:42]([OH:44])=[O:43], predict the reaction product. The product is: [C:39]([OH:46])(=[O:45])/[CH:40]=[CH:41]\[C:42]([OH:44])=[O:43].[C:39]([OH:46])(=[O:45])/[CH:40]=[CH:41]\[C:42]([OH:44])=[O:43].[C:39]([OH:46])(=[O:45])/[CH:40]=[CH:41]\[C:42]([OH:44])=[O:43].[CH:1]([N:4]1[CH2:9][CH2:8][CH:7]([N:10]2[CH2:15][CH2:14][CH:13]([N:16]3[C:20]4=[N:21][CH:22]=[N:23][C:24]([NH2:25])=[C:19]4[C:18]([C:26]4[CH:27]=[CH:28][C:29]([O:32][C:33]5[CH:38]=[CH:37][CH:36]=[CH:35][CH:34]=5)=[CH:30][CH:31]=4)=[N:17]3)[CH2:12][CH2:11]2)[CH2:6][CH2:5]1)([CH3:3])[CH3:2]. (2) Given the reactants [CH3:1][O:2][C:3]1[CH:21]=[C:20]([CH:22]=[C:23]2[S:27][C:26](SC)=[N:25][C:24]2=[O:30])[CH:19]=[CH:18][C:4]=1[O:5][C:6]1[CH:13]=[CH:12][C:9]([C:10]#[N:11])=[CH:8][C:7]=1[C:14]([F:17])([F:16])[F:15].[NH:31]1[CH2:36][CH2:35][O:34][CH2:33][CH2:32]1.[Al], predict the reaction product. The product is: [CH3:1][O:2][C:3]1[CH:21]=[C:20]([CH:22]=[C:23]2[S:27][C:26]([N:31]3[CH2:36][CH2:35][O:34][CH2:33][CH2:32]3)=[N:25][C:24]2=[O:30])[CH:19]=[CH:18][C:4]=1[O:5][C:6]1[CH:13]=[CH:12][C:9]([C:10]#[N:11])=[CH:8][C:7]=1[C:14]([F:16])([F:17])[F:15]. (3) Given the reactants [F:1][C:2]1([F:21])[CH2:5][N:4]([C:6]2[C:7]([O:15][CH2:16][C:17]([F:20])([F:19])[F:18])=[CH:8][C:9]([C:12](=[NH:14])[NH2:13])=[N:10][CH:11]=2)[CH2:3]1.Br[CH2:23][C:24](=O)[C:25]([CH3:28])([CH3:27])[CH3:26].C1CCN2C(=NCCC2)CC1, predict the reaction product. The product is: [C:25]([C:24]1[NH:13][C:12]([C:9]2[CH:8]=[C:7]([O:15][CH2:16][C:17]([F:19])([F:18])[F:20])[C:6]([N:4]3[CH2:5][C:2]([F:1])([F:21])[CH2:3]3)=[CH:11][N:10]=2)=[N:14][CH:23]=1)([CH3:28])([CH3:27])[CH3:26]. (4) Given the reactants [CH3:1][N:2]1[CH2:24][CH2:23][C:5]2[N:6]([CH2:14][CH:15]([C:17]3[CH:22]=[CH:21][N:20]=[CH:19][CH:18]=3)[NH2:16])[C:7]3[CH:8]=[CH:9][C:10]([CH3:13])=[CH:11][C:12]=3[C:4]=2[CH2:3]1.N1C=CC=CC=1.[C:31](Cl)(=[O:33])[CH3:32], predict the reaction product. The product is: [CH3:1][N:2]1[CH2:24][CH2:23][C:5]2[N:6]([CH2:14][CH:15]([NH:16][C:31](=[O:33])[CH3:32])[C:17]3[CH:18]=[CH:19][N:20]=[CH:21][CH:22]=3)[C:7]3[CH:8]=[CH:9][C:10]([CH3:13])=[CH:11][C:12]=3[C:4]=2[CH2:3]1. (5) The product is: [O:1]1[CH:5]=[CH:4][CH:3]=[C:2]1[C:6]([N:8]1[CH2:9][CH2:10][CH:11]([C:14]2[CH:35]=[CH:34][C:17]([C:18]([NH:20][C:21]([NH2:23])=[NH:22])=[O:19])=[CH:16][C:15]=2[C:36]([F:39])([F:37])[F:38])[CH2:12][CH2:13]1)=[O:7]. Given the reactants [O:1]1[CH:5]=[CH:4][CH:3]=[C:2]1[C:6]([N:8]1[CH2:13][CH2:12][CH:11]([C:14]2[CH:35]=[CH:34][C:17]([C:18]([NH:20][C:21]([NH:23]C(OCC3C=CC=CC=3)=O)=[NH:22])=[O:19])=[CH:16][C:15]=2[C:36]([F:39])([F:38])[F:37])[CH2:10][CH2:9]1)=[O:7], predict the reaction product.